From a dataset of Full USPTO retrosynthesis dataset with 1.9M reactions from patents (1976-2016). Predict the reactants needed to synthesize the given product. (1) The reactants are: [Br:1][C:2]1[CH:3]=[C:4]([N+:8]([O-:10])=[O:9])[CH:5]=[CH:6][CH:7]=1.CO[NH3+:13].[Cl-].CC(C)([O-])C.[K+]. Given the product [NH2:13][C:3]1[C:2]([Br:1])=[CH:7][CH:6]=[CH:5][C:4]=1[N+:8]([O-:10])=[O:9], predict the reactants needed to synthesize it. (2) Given the product [CH:1]1([CH2:6][C@H:7]([CH2:27][C:28]([NH:29][OH:30])=[O:38])[C:8]([N:10]2[C@H:14]([C:15]([NH:17][C:18]3[CH:23]=[CH:22][CH:21]=[C:20]([CH2:24][CH3:25])[N+:19]=3[O-:26])=[O:16])[CH2:13][CH:12]=[N:11]2)=[O:9])[CH2:2][CH2:3][CH2:4][CH2:5]1, predict the reactants needed to synthesize it. The reactants are: [CH:1]1([CH2:6][C@H:7]([CH2:27][C:28](=[O:38])[NH:29][O:30]CC2C=CC=CC=2)[C:8]([N:10]2[C@H:14]([C:15]([NH:17][C:18]3[CH:23]=[CH:22][CH:21]=[C:20]([CH2:24][CH3:25])[N+:19]=3[O-:26])=[O:16])[CH2:13][CH:12]=[N:11]2)=[O:9])[CH2:5][CH2:4][CH2:3][CH2:2]1. (3) Given the product [Br:1][C:2]1[C:14]([F:15])=[CH:13][C:12]([C:16]([NH2:17])=[O:18])=[C:11]2[C:3]=1[C:4]1[CH2:5][CH2:6][CH:7]([C:29]([OH:28])([CH3:30])[CH3:24])[CH2:8][C:9]=1[NH:10]2, predict the reactants needed to synthesize it. The reactants are: [Br:1][C:2]1[C:14]([F:15])=[CH:13][C:12]([C:16](=[O:18])[NH2:17])=[C:11]2[C:3]=1[C:4]1[CH2:5][CH2:6][CH:7](C(OCC)=O)[CH2:8][C:9]=1[NH:10]2.[CH3:24][Li].CC[O:28][CH2:29][CH3:30].[NH4+].[Cl-]. (4) Given the product [C:1]([C:5]1[N:10]=[CH:9][C:8]([C:11]2[N:12]([C:32]([N:34]3[CH2:39][CH2:38][CH:37]([CH2:40][C:41]([N:48]([CH3:47])[CH2:49][CH2:50][CH3:51])=[O:43])[CH2:36][CH2:35]3)=[O:33])[C@@:13]([C:25]3[CH:26]=[CH:27][C:28]([Cl:31])=[CH:29][CH:30]=3)([CH3:24])[C@@:14]([C:17]3[CH:22]=[CH:21][C:20]([Cl:23])=[CH:19][CH:18]=3)([CH3:16])[N:15]=2)=[C:7]([O:44][CH2:45][CH3:46])[CH:6]=1)([CH3:3])([CH3:2])[CH3:4], predict the reactants needed to synthesize it. The reactants are: [C:1]([C:5]1[N:10]=[CH:9][C:8]([C:11]2[N:12]([C:32]([N:34]3[CH2:39][CH2:38][CH:37]([CH2:40][C:41]([OH:43])=O)[CH2:36][CH2:35]3)=[O:33])[C@@:13]([C:25]3[CH:30]=[CH:29][C:28]([Cl:31])=[CH:27][CH:26]=3)([CH3:24])[C@@:14]([C:17]3[CH:22]=[CH:21][C:20]([Cl:23])=[CH:19][CH:18]=3)([CH3:16])[N:15]=2)=[C:7]([O:44][CH2:45][CH3:46])[CH:6]=1)([CH3:4])([CH3:3])[CH3:2].[CH3:47][NH:48][CH2:49][CH2:50][CH3:51]. (5) Given the product [F:1][C:2]1[CH:3]=[C:4]([CH:12]=[CH:13][CH:14]=1)[O:5][CH2:6][C:7]([OH:9])=[O:8], predict the reactants needed to synthesize it. The reactants are: [F:1][C:2]1[CH:3]=[C:4]([CH:12]=[CH:13][CH:14]=1)[O:5][CH2:6][C:7]([O:9]CC)=[O:8].CO.O.O.[OH-].[Li+]. (6) Given the product [NH2:17][CH2:16][CH2:15][CH2:14][CH2:13][N:8]1[C:7]([S:28][C:29]2[C:37]([I:38])=[CH:36][C:32]3[O:33][CH2:34][O:35][C:31]=3[CH:30]=2)=[N:6][C:5]2[C:9]1=[N:10][CH:11]=[N:12][C:4]=2[NH2:3], predict the reactants needed to synthesize it. The reactants are: CN.[NH2:3][C:4]1[N:12]=[CH:11][N:10]=[C:9]2[C:5]=1[N:6]=[C:7]([S:28][C:29]1[C:37]([I:38])=[CH:36][C:32]3[O:33][CH2:34][O:35][C:31]=3[CH:30]=1)[N:8]2[CH2:13][CH2:14][CH2:15][CH2:16][N:17]1C(=O)C2C(=CC=CC=2)C1=O. (7) Given the product [CH3:15][C:16]1([CH3:24])[C:17]2=[N:3][N:2]([C:4]3[CH:14]=[CH:13][CH:12]=[CH:6][CH:5]=3)[C:21]([NH2:22])=[C:18]2[CH2:19][CH2:20]1, predict the reactants needed to synthesize it. The reactants are: Cl.[NH:2]([C:4]1[CH:5]=[C:6]([CH:12]=[CH:13][CH:14]=1)C(OCC)=O)[NH2:3].[CH3:15][C:16]1([CH3:24])[CH2:20][CH2:19][CH:18]([C:21]#[N:22])[C:17]1=O.CC(C)(C)C(=O)CC#N. (8) Given the product [CH3:17][N:16]([CH3:18])[CH:15]([C:10]1[C:9]2[C:4](=[CH:5][CH:6]=[CH:7][CH:8]=2)[NH:3][C:2]=1[CH3:1])[C:14]1[CH:19]=[CH:20][CH:21]=[CH:22][C:13]=1[CH3:12], predict the reactants needed to synthesize it. The reactants are: [CH3:1][C:2]1[NH:3][C:4]2[C:9]([CH:10]=1)=[CH:8][CH:7]=[CH:6][CH:5]=2.[Cl-].[CH3:12][C:13]1[CH:22]=[CH:21][CH:20]=[CH:19][C:14]=1[CH:15]=[N+:16]([CH3:18])[CH3:17].CC1C=CC=CC=1C=O.CNC.